This data is from Reaction yield outcomes from USPTO patents with 853,638 reactions. The task is: Predict the reaction yield, written as a fraction of the theoretical maximum amount of product (1.0 means a 100% yield; for example, 0.34 means a 34% yield). (1) The reactants are [F:1][C:2]1[CH:3]=[C:4]([C:12](=O)[CH2:13][C:14](=O)[C:15]([F:18])([F:17])[F:16])[CH:5]=[CH:6][C:7]=1[C:8]([F:11])([F:10])[F:9].[NH2:21][C:22]1[C:26]([C:27]2[CH:28]=[N:29][CH:30]=[CH:31][CH:32]=2)=[CH:25][NH:24][N:23]=1. No catalyst specified. The product is [F:1][C:2]1[CH:3]=[C:4]([C:12]2[CH:13]=[C:14]([C:15]([F:18])([F:17])[F:16])[N:23]3[N:24]=[CH:25][C:26]([C:27]4[CH:28]=[N:29][CH:30]=[CH:31][CH:32]=4)=[C:22]3[N:21]=2)[CH:5]=[CH:6][C:7]=1[C:8]([F:11])([F:10])[F:9]. The yield is 0.630. (2) The product is [CH2:1]([NH:8][C:9]([C:11]1[CH:15]=[C:14]([N:28]2[CH:29]=[CH:30][C:25]([O:24][CH2:17][C:18]3[CH:19]=[CH:20][CH:21]=[CH:22][CH:23]=3)=[CH:26][C:27]2=[O:31])[S:13][CH:12]=1)=[O:10])[C:2]1[CH:7]=[CH:6][CH:5]=[CH:4][CH:3]=1. The reactants are [CH2:1]([NH:8][C:9]([C:11]1[CH:15]=[C:14](Br)[S:13][CH:12]=1)=[O:10])[C:2]1[CH:7]=[CH:6][CH:5]=[CH:4][CH:3]=1.[CH2:17]([O:24][C:25]1[CH:30]=[CH:29][NH:28][C:27](=[O:31])[CH:26]=1)[C:18]1[CH:23]=[CH:22][CH:21]=[CH:20][CH:19]=1.OC1C=CC=C2C=1N=CC=C2.C(=O)([O-])[O-].[K+].[K+]. The yield is 0.180. The catalyst is CN(C)C=O.C(OCC)(=O)C.[Cu]I. (3) The reactants are [F:1][C:2]([C:5]1[CH:9]=[C:8]([NH:10][C:11](=[O:20])OC2C=CC(Cl)=CC=2)[O:7][N:6]=1)([CH3:4])[CH3:3].[CH3:21][O:22][C:23]1[CH:24]=[C:25]2[C:30](=[CH:31][C:32]=1[O:33][CH3:34])[N:29]=[CH:28][N:27]=[C:26]2[O:35][C:36]1[CH:37]=[C:38]([CH:40]=[CH:41][C:42]=1[F:43])[NH2:39]. The catalyst is C1COCC1. The product is [CH3:21][O:22][C:23]1[CH:24]=[C:25]2[C:30](=[CH:31][C:32]=1[O:33][CH3:34])[N:29]=[CH:28][N:27]=[C:26]2[O:35][C:36]1[CH:37]=[C:38]([NH:39][C:11]([NH:10][C:8]2[O:7][N:6]=[C:5]([C:2]([F:1])([CH3:3])[CH3:4])[CH:9]=2)=[O:20])[CH:40]=[CH:41][C:42]=1[F:43]. The yield is 0.640.